From a dataset of Reaction yield outcomes from USPTO patents with 853,638 reactions. Predict the reaction yield, written as a fraction of the theoretical maximum amount of product (1.0 means a 100% yield; for example, 0.34 means a 34% yield). (1) The reactants are C(C1NC=CC=1)(OC(C)(C)C)=O.[C:13]([O:17][C:18]([NH:20][C:21]1[CH:22]=[C:23]([C:27]([NH:29][C:30]2[CH:31]=[C:32]([C:36]([O:38]C)=[O:37])[N:33]([CH3:35])[CH:34]=2)=[O:28])[N:24]([CH3:26])[CH:25]=1)=[O:19])([CH3:16])([CH3:15])[CH3:14].[OH-].[Na+]. The catalyst is CO. The product is [C:13]([O:17][C:18]([NH:20][C:21]1[CH:22]=[C:23]([C:27]([NH:29][C:30]2[CH:31]=[C:32]([C:36]([OH:38])=[O:37])[N:33]([CH3:35])[CH:34]=2)=[O:28])[N:24]([CH3:26])[CH:25]=1)=[O:19])([CH3:16])([CH3:14])[CH3:15]. The yield is 1.00. (2) The reactants are [C:1]([Si:5]([CH3:38])([CH3:37])[O:6][C@H:7]1[C@H:20](/[CH:21]=[CH:22]/[C@@H:23]([O:29][Si:30]([C:33]([CH3:36])([CH3:35])[CH3:34])([CH3:32])[CH3:31])[CH2:24][CH2:25][CH2:26][CH2:27][CH3:28])[C@H:10]2[CH2:11][C:12]3[CH:13]=[CH:14][CH:15]=[C:16]([OH:19])[C:17]=3[CH2:18][C@H:9]2[CH2:8]1)([CH3:4])([CH3:3])[CH3:2].[H-].[Na+].[C:41](Cl)(=[O:48])[C:42]1[CH:47]=[CH:46][CH:45]=[CH:44][CH:43]=1. The yield is 0.680. The product is [C:41]([O:19][C:16]1[CH:15]=[CH:14][CH:13]=[C:12]2[C:17]=1[CH2:18][C@H:9]1[CH2:8][C@@H:7]([O:6][Si:5]([C:1]([CH3:3])([CH3:4])[CH3:2])([CH3:37])[CH3:38])[C@H:20](/[CH:21]=[CH:22]/[C@@H:23]([O:29][Si:30]([C:33]([CH3:36])([CH3:35])[CH3:34])([CH3:32])[CH3:31])[CH2:24][CH2:25][CH2:26][CH2:27][CH3:28])[C@H:10]1[CH2:11]2)(=[O:48])[C:42]1[CH:47]=[CH:46][CH:45]=[CH:44][CH:43]=1. The catalyst is O1CCCC1.